This data is from Reaction yield outcomes from USPTO patents with 853,638 reactions. The task is: Predict the reaction yield, written as a fraction of the theoretical maximum amount of product (1.0 means a 100% yield; for example, 0.34 means a 34% yield). The reactants are [O:1]=[C:2]1[C:11]2[C:6](=[CH:7][CH:8]=[C:9]([C:12](O)=[O:13])[CH:10]=2)[CH:5]=[CH:4][N:3]1[CH2:15][C:16]1[CH:21]=[CH:20][C:19]([C:22]2[N:23]=[N:24][NH:25][N:26]=2)=[CH:18][CH:17]=1.[CH3:27][C:28]1[CH:35]=[CH:34][C:31]([CH2:32][NH2:33])=[CH:30][CH:29]=1. No catalyst specified. The product is [CH3:27][C:28]1[CH:35]=[CH:34][C:31]([CH2:32][NH:33][C:12]([C:9]2[CH:10]=[C:11]3[C:6]([CH:5]=[CH:4][N:3]([CH2:15][C:16]4[CH:21]=[CH:20][C:19]([C:22]5[N:26]=[N:25][NH:24][N:23]=5)=[CH:18][CH:17]=4)[C:2]3=[O:1])=[CH:7][CH:8]=2)=[O:13])=[CH:30][CH:29]=1. The yield is 0.836.